From a dataset of Full USPTO retrosynthesis dataset with 1.9M reactions from patents (1976-2016). Predict the reactants needed to synthesize the given product. (1) Given the product [N:10]1[C:11]2[C:6](=[CH:5][C:4]([NH2:1])=[CH:13][CH:12]=2)[C:7]([NH2:14])=[N:8][CH:9]=1, predict the reactants needed to synthesize it. The reactants are: [N+:1]([C:4]1[CH:5]=[C:6]2[C:11](=[CH:12][CH:13]=1)[N:10]=[CH:9][N:8]=[C:7]2[NH2:14])([O-])=O. (2) The reactants are: [C:1]([C:4]1[C:5](I)=[N:6][N:7]2[CH2:12][CH2:11][N:10]([C:13]([O:15][C:16]([CH3:19])([CH3:18])[CH3:17])=[O:14])[CH2:9][C:8]=12)(=[O:3])[NH2:2].[Cl:21][C:22]1[CH:23]=[C:24](B(O)O)[CH:25]=[CH:26][CH:27]=1.[O-]P([O-])([O-])=O.[K+].[K+].[K+]. Given the product [C:1]([C:4]1[C:5]([C:26]2[CH:25]=[CH:24][CH:23]=[C:22]([Cl:21])[CH:27]=2)=[N:6][N:7]2[CH2:12][CH2:11][N:10]([C:13]([O:15][C:16]([CH3:19])([CH3:18])[CH3:17])=[O:14])[CH2:9][C:8]=12)(=[O:3])[NH2:2], predict the reactants needed to synthesize it. (3) Given the product [CH3:1][N:2]([CH3:30])[C:3](=[O:29])[O:4][C:5]1[CH:10]=[CH:9][CH:8]=[C:7]([NH:11][C:12]([C:14]2([CH2:20][O:21][CH2:22][C:23]3[CH:24]=[CH:25][CH:26]=[CH:27][CH:28]=3)[CH2:15][CH2:16][N:17]([C:41]3[C:42]4[C:49]([CH3:50])=[CH:48][NH:47][C:43]=4[N:44]=[CH:45][N:46]=3)[CH2:18][CH2:19]2)=[O:13])[CH:6]=1, predict the reactants needed to synthesize it. The reactants are: [CH3:1][N:2]([CH3:30])[C:3](=[O:29])[O:4][C:5]1[CH:10]=[CH:9][CH:8]=[C:7]([NH:11][C:12]([C:14]2([CH2:20][O:21][CH2:22][C:23]3[CH:28]=[CH:27][CH:26]=[CH:25][CH:24]=3)[CH2:19][CH2:18][NH:17][CH2:16][CH2:15]2)=[O:13])[CH:6]=1.C(N(CC)C(C)C)(C)C.Cl[C:41]1[C:42]2[C:49]([CH3:50])=[CH:48][NH:47][C:43]=2[N:44]=[CH:45][N:46]=1. (4) Given the product [ClH:29].[ClH:28].[F:1][C:2]1[CH:7]=[CH:6][C:5]([C:8]2[C:9]([N:14]3[CH2:19][CH2:18][N:17]([CH2:20][C:21]4[CH:25]=[N:24][N:23]([CH2:30][CH2:31][NH:32][CH3:33])[CH:22]=4)[CH2:16][CH2:15]3)=[N:10][CH:11]=[CH:12][N:13]=2)=[CH:4][CH:3]=1, predict the reactants needed to synthesize it. The reactants are: [F:1][C:2]1[CH:7]=[CH:6][C:5]([C:8]2[C:9]([N:14]3[CH2:19][CH2:18][N:17]([CH2:20][C:21]4[CH:22]=[N:23][NH:24][CH:25]=4)[CH2:16][CH2:15]3)=[N:10][CH:11]=[CH:12][N:13]=2)=[CH:4][CH:3]=1.[OH-].[Na+].[ClH:28].[Cl:29][CH2:30][CH2:31][NH:32][CH3:33].[Cl-].[NH4+]. (5) Given the product [OH:13][CH:14]([CH:51]([CH3:52])[CH3:53])[CH2:15][O:16][C@H:17]1[CH2:22][CH2:21][C@H:20]([N:23]2[C:28](=[O:29])[C:27]([CH2:30][C:31]3[CH:36]=[CH:35][C:34]([C:37]4[CH:42]=[CH:41][CH:40]=[CH:39][C:38]=4[C:43]4[NH:3][C:4](=[O:7])[O:5][N:44]=4)=[CH:33][CH:32]=3)=[C:26]([CH2:45][CH2:46][CH3:47])[N:25]3[N:48]=[CH:49][CH:50]=[C:24]23)[CH2:19][CH2:18]1, predict the reactants needed to synthesize it. The reactants are: [Cl-].O[NH3+:3].[C:4](=[O:7])([O-])[OH:5].[Na+].CS(C)=O.[OH:13][CH:14]([CH:51]([CH3:53])[CH3:52])[CH2:15][O:16][C@H:17]1[CH2:22][CH2:21][C@H:20]([N:23]2[C:28](=[O:29])[C:27]([CH2:30][C:31]3[CH:36]=[CH:35][C:34]([C:37]4[C:38]([C:43]#[N:44])=[CH:39][CH:40]=[CH:41][CH:42]=4)=[CH:33][CH:32]=3)=[C:26]([CH2:45][CH2:46][CH3:47])[N:25]3[N:48]=[CH:49][CH:50]=[C:24]23)[CH2:19][CH2:18]1.